From a dataset of Full USPTO retrosynthesis dataset with 1.9M reactions from patents (1976-2016). Predict the reactants needed to synthesize the given product. (1) Given the product [Cl:1][C:2]1[CH:3]=[C:4]2[C:8](=[CH:9][CH:10]=1)[NH:7][CH:6]=[C:5]2[CH2:11][CH2:12][NH:13][C:14]([C:15]1[CH:16]=[C:17]([C:25]2[C:26]([CH3:30])=[CH:27][CH:28]=[CH:29][C:24]=2[CH3:23])[CH:18]=[CH:19][CH:20]=1)=[O:22], predict the reactants needed to synthesize it. The reactants are: [Cl:1][C:2]1[CH:3]=[C:4]2[C:8](=[CH:9][CH:10]=1)[NH:7][CH:6]=[C:5]2[CH2:11][CH2:12][NH:13][C:14](=[O:22])[C:15]1[CH:20]=[CH:19][CH:18]=[C:17](I)[CH:16]=1.[CH3:23][C:24]1[CH:29]=[CH:28][CH:27]=[C:26]([CH3:30])[C:25]=1B(O)O.C(=O)([O-])[O-].[Na+].[Na+]. (2) Given the product [OH:2][C:3]1[CH:4]=[C:5]([CH:18]=[CH:19][C:20]=1[NH:21][S:22]([CH3:25])(=[O:24])=[O:23])[C:6]([NH:8][C:9]1[CH:14]=[CH:13][C:12]([OH:15])=[C:11]([OH:17])[CH:10]=1)=[O:7], predict the reactants needed to synthesize it. The reactants are: C[O:2][C:3]1[CH:4]=[C:5]([CH:18]=[CH:19][C:20]=1[NH:21][S:22]([CH3:25])(=[O:24])=[O:23])[C:6]([NH:8][C:9]1[CH:14]=[CH:13][C:12]2[O:15]C[O:17][C:11]=2[CH:10]=1)=[O:7].B(Br)(Br)Br.CO. (3) Given the product [F:17][C:18]1[CH:19]=[CH:20][C:21]([CH2:24][CH2:25][N:26]2[C:30](=[O:31])[C:29]3=[C:12]([OH:14])[C:11]4[C:6]([C:4]([OH:5])=[C:28]3[C:27]2=[O:32])=[N:7][N:8]=[CH:9][CH:10]=4)=[CH:22][CH:23]=1, predict the reactants needed to synthesize it. The reactants are: C(O[C:4]([C:6]1[N:7]=[N:8][CH:9]=[CH:10][C:11]=1[C:12]([O:14]CC)=O)=[O:5])C.[F:17][C:18]1[CH:23]=[CH:22][C:21]([CH2:24][CH2:25][N:26]2[C:30](=[O:31])[CH2:29][CH2:28][C:27]2=[O:32])=[CH:20][CH:19]=1.[H-].[Na+]. (4) Given the product [Cl:1][C:2]1[CH:3]=[CH:4][C:5]2[O:10][C:9](=[O:11])[CH:8]=[C:7]([CH2:12][CH2:13][CH2:14][C:15]([NH2:16])=[O:18])[C:6]=2[CH:17]=1, predict the reactants needed to synthesize it. The reactants are: [Cl:1][C:2]1[CH:3]=[CH:4][C:5]2[O:10][C:9](=[O:11])[CH:8]=[C:7]([CH2:12][CH2:13][CH2:14][C:15]#[N:16])[C:6]=2[CH:17]=1.[OH2:18]. (5) The reactants are: Cl.[CH3:2][O:3][C:4]1[CH:9]=[C:8]([CH:10]2[CH2:15][CH2:14][N:13]([CH3:16])[CH2:12][CH2:11]2)[CH:7]=[CH:6][C:5]=1[NH:17]C(=O)OC(C)(C)C. Given the product [CH3:2][O:3][C:4]1[CH:9]=[C:8]([CH:10]2[CH2:15][CH2:14][N:13]([CH3:16])[CH2:12][CH2:11]2)[CH:7]=[CH:6][C:5]=1[NH2:17], predict the reactants needed to synthesize it. (6) Given the product [C:23]([C:25]1[CH:26]=[CH:27][C:28]([CH3:48])=[C:29]([C:31]2[CH:32]=[CH:33][C:34]([NH:37][C:38](=[O:47])[C:39]3[C:40]([F:46])=[CH:41][CH:42]=[CH:43][C:44]=3[F:45])=[CH:35][CH:36]=2)[CH:30]=1)#[N:24].[F:46][C:40]1[CH:41]=[CH:42][CH:43]=[C:44]([F:45])[C:39]=1[C:38]([NH:37][C:34]1[CH:33]=[CH:32][C:31]([C:29]2[CH:30]=[C:25]([C:23]3[NH:51][N:50]=[N:49][N:24]=3)[CH:26]=[CH:27][C:28]=2[CH3:48])=[CH:36][CH:35]=1)=[O:47], predict the reactants needed to synthesize it. The reactants are: COC(=O)C1C=CC(C)=C(Br)C=1.BrC1C=C(C#N)C=CC=1C.[C:23]([C:25]1[CH:26]=[CH:27][C:28]([CH3:48])=[C:29]([C:31]2[CH:36]=[CH:35][C:34]([NH:37][C:38](=[O:47])[C:39]3[C:44]([F:45])=[CH:43][CH:42]=[CH:41][C:40]=3[F:46])=[CH:33][CH:32]=2)[CH:30]=1)#[N:24].[N-:49]=[N+:50]=[N-:51].[Na+].[Cl-].[NH4+].